From a dataset of Forward reaction prediction with 1.9M reactions from USPTO patents (1976-2016). Predict the product of the given reaction. (1) Given the reactants [Li].[CH3:2][O:3][C:4]1([C:10]#[N:11])[CH2:9][CH2:8][O:7][CH2:6][CH2:5]1.O, predict the reaction product. The product is: [CH3:2][O:3][C:4]1([CH2:10][NH2:11])[CH2:9][CH2:8][O:7][CH2:6][CH2:5]1. (2) The product is: [C:1]([C:5]1[O:9][N:8]=[C:7]([NH:10][C:11]([NH:13][C:14]2[CH:19]=[CH:18][CH:17]=[C:16]([S:20][C:21]3[C:30]4[C:25](=[CH:26][C:27]([O:33][CH2:34][CH2:35][CH2:36][N:45]5[CH2:46][CH2:47][N:42]([S:39]([CH3:38])(=[O:41])=[O:40])[CH2:43][CH2:44]5)=[C:28]([O:31][CH3:32])[CH:29]=4)[N:24]=[CH:23][N:22]=3)[CH:15]=2)=[O:12])[CH:6]=1)([CH3:4])([CH3:3])[CH3:2]. Given the reactants [C:1]([C:5]1[O:9][N:8]=[C:7]([NH:10][C:11]([NH:13][C:14]2[CH:19]=[CH:18][CH:17]=[C:16]([S:20][C:21]3[C:30]4[C:25](=[CH:26][C:27]([O:33][CH2:34][CH2:35][CH2:36]Cl)=[C:28]([O:31][CH3:32])[CH:29]=4)[N:24]=[CH:23][N:22]=3)[CH:15]=2)=[O:12])[CH:6]=1)([CH3:4])([CH3:3])[CH3:2].[CH3:38][S:39]([N:42]1[CH2:47][CH2:46][NH:45][CH2:44][CH2:43]1)(=[O:41])=[O:40].C(N(C(C)C)CC)(C)C, predict the reaction product. (3) Given the reactants C(OC([C:6]1[CH:7]=[N:8][N:9]2[C:14](Cl)=[CH:13][CH:12]=[N:11][C:10]=12)=O)C.CN(C1C=C(B(O)O)C=CC=1)[C:18](=[O:20])[CH3:19].[C:30]([O-])([O-])=[O:31].[Na+].[Na+], predict the reaction product. The product is: [CH2:18]([O:20][C:30]([C:7]1[CH:6]=[C:10]2[N:11]=[CH:12][CH:13]=[CH:14][N:9]2[N:8]=1)=[O:31])[CH3:19]. (4) The product is: [Br:17][C:18]1[CH:27]=[C:26]([F:28])[CH:25]=[CH:24][C:19]=1[C:4]1[CH2:5][CH2:6][CH2:7][N:3]=1. Given the reactants C([N:3]1[CH2:7][CH2:6][CH2:5][C:4]1=O)=C.C([N-]C(C)C)(C)C.[Li+].[Br:17][C:18]1[CH:27]=[C:26]([F:28])[CH:25]=[CH:24][C:19]=1C(OC)=O.Cl, predict the reaction product. (5) Given the reactants FC(F)(F)C([O-])=O.[CH2:8]([O:15][C:16]1[C:17]([C:34]([OH:36])=O)=[N:18][N:19]2[CH2:24][CH2:23][N:22]([CH2:25][C:26]3[CH:31]=[CH:30][C:29]([F:32])=[CH:28][CH:27]=3)[C:21](=[O:33])[C:20]=12)[C:9]1[CH:14]=[CH:13][CH:12]=[CH:11][CH:10]=1.[NH2:37][CH2:38][CH2:39][N:40]1[CH2:45][CH2:44][O:43][CH2:42][CH2:41]1, predict the reaction product. The product is: [CH2:8]([O:15][C:16]1[C:17]([C:34]([NH:37][CH2:38][CH2:39][N:40]2[CH2:45][CH2:44][O:43][CH2:42][CH2:41]2)=[O:36])=[N:18][N:19]2[CH2:24][CH2:23][N:22]([CH2:25][C:26]3[CH:27]=[CH:28][C:29]([F:32])=[CH:30][CH:31]=3)[C:21](=[O:33])[C:20]=12)[C:9]1[CH:14]=[CH:13][CH:12]=[CH:11][CH:10]=1.